This data is from CYP3A4 inhibition data for predicting drug metabolism from PubChem BioAssay. The task is: Regression/Classification. Given a drug SMILES string, predict its absorption, distribution, metabolism, or excretion properties. Task type varies by dataset: regression for continuous measurements (e.g., permeability, clearance, half-life) or binary classification for categorical outcomes (e.g., BBB penetration, CYP inhibition). Dataset: cyp3a4_veith. (1) The molecule is O=C(O)c1ccccc1O.Oc1cccc2cccnc12. The result is 0 (non-inhibitor). (2) The molecule is CS(=O)(=O)N(CC(=O)N/N=C/c1cccs1)c1cccc(Cl)c1Cl. The result is 1 (inhibitor). (3) The molecule is CC1CCC(C(=O)O)([C@H](Br)C(=O)O)CC1. The result is 0 (non-inhibitor). (4) The molecule is CC(C)NC(=O)N1CC[C@@]2(CCCN(C(=O)c3ccco3)C2)C1. The result is 0 (non-inhibitor).